From a dataset of NCI-60 drug combinations with 297,098 pairs across 59 cell lines. Regression. Given two drug SMILES strings and cell line genomic features, predict the synergy score measuring deviation from expected non-interaction effect. (1) Drug 1: COC1=C(C=C2C(=C1)N=CN=C2NC3=CC(=C(C=C3)F)Cl)OCCCN4CCOCC4. Drug 2: CC12CCC3C(C1CCC2OP(=O)(O)O)CCC4=C3C=CC(=C4)OC(=O)N(CCCl)CCCl.[Na+]. Cell line: UACC62. Synergy scores: CSS=3.06, Synergy_ZIP=-7.62, Synergy_Bliss=-14.2, Synergy_Loewe=-39.6, Synergy_HSA=-11.7. (2) Drug 1: C1=CC(=CC=C1CCCC(=O)O)N(CCCl)CCCl. Drug 2: CN(CCCl)CCCl.Cl. Cell line: NCI/ADR-RES. Synergy scores: CSS=23.3, Synergy_ZIP=-3.68, Synergy_Bliss=1.36, Synergy_Loewe=-3.43, Synergy_HSA=0.664. (3) Drug 1: C1=NC2=C(N1)C(=S)N=C(N2)N. Drug 2: CS(=O)(=O)CCNCC1=CC=C(O1)C2=CC3=C(C=C2)N=CN=C3NC4=CC(=C(C=C4)OCC5=CC(=CC=C5)F)Cl. Cell line: COLO 205. Synergy scores: CSS=19.3, Synergy_ZIP=0.648, Synergy_Bliss=1.64, Synergy_Loewe=-10.8, Synergy_HSA=-1.96. (4) Drug 1: C1=CC(=CC=C1CCC2=CNC3=C2C(=O)NC(=N3)N)C(=O)NC(CCC(=O)O)C(=O)O. Drug 2: C(CCl)NC(=O)N(CCCl)N=O. Cell line: SW-620. Synergy scores: CSS=28.0, Synergy_ZIP=-2.02, Synergy_Bliss=-1.73, Synergy_Loewe=-4.84, Synergy_HSA=-0.268. (5) Drug 1: CC(C)NC(=O)C1=CC=C(C=C1)CNNC.Cl. Drug 2: CC1C(C(CC(O1)OC2CC(CC3=C2C(=C4C(=C3O)C(=O)C5=C(C4=O)C(=CC=C5)OC)O)(C(=O)CO)O)N)O.Cl. Cell line: A549. Synergy scores: CSS=37.9, Synergy_ZIP=3.94, Synergy_Bliss=1.66, Synergy_Loewe=-18.7, Synergy_HSA=2.95. (6) Drug 1: CC1=C(C(CCC1)(C)C)C=CC(=CC=CC(=CC(=O)O)C)C. Drug 2: C1=NNC2=C1C(=O)NC=N2. Cell line: A549. Synergy scores: CSS=19.2, Synergy_ZIP=-3.97, Synergy_Bliss=-0.408, Synergy_Loewe=-10.2, Synergy_HSA=-0.717.